This data is from Full USPTO retrosynthesis dataset with 1.9M reactions from patents (1976-2016). The task is: Predict the reactants needed to synthesize the given product. (1) The reactants are: C[O:2][C:3](=[O:43])[C@@H:4]([NH:32][C:33]([O:35][CH2:36][C:37]1[CH:42]=[CH:41][CH:40]=[CH:39][CH:38]=1)=[O:34])[CH2:5][NH:6][C:7]([CH:9]1[CH2:14][CH2:13][N:12]([C:15]2[CH:20]=[CH:19][CH:18]=[C:17]([NH:21][C:22]([NH:24][CH2:25][C:26]3[CH:31]=[CH:30][CH:29]=[CH:28][CH:27]=3)=[O:23])[CH:16]=2)[CH2:11][CH2:10]1)=[O:8].[OH-].[Na+].FC(F)(F)C(O)=O. Given the product [CH2:25]([NH:24][C:22]([NH:21][C:17]1[CH:16]=[C:15]([N:12]2[CH2:11][CH2:10][CH:9]([C:7]([NH:6][CH2:5][C@H:4]([NH:32][C:33]([O:35][CH2:36][C:37]3[CH:42]=[CH:41][CH:40]=[CH:39][CH:38]=3)=[O:34])[C:3]([OH:43])=[O:2])=[O:8])[CH2:14][CH2:13]2)[CH:20]=[CH:19][CH:18]=1)=[O:23])[C:26]1[CH:27]=[CH:28][CH:29]=[CH:30][CH:31]=1, predict the reactants needed to synthesize it. (2) Given the product [Br:1][C:2]1[C:3]([CH3:32])=[C:4]([C:22]2[CH:27]=[CH:26][CH:25]=[C:24]([C:28]([F:31])([F:29])[F:30])[CH:23]=2)[C:5]([NH:8][C:9](=[N:41][OH:42])[CH2:10][C:11]2[CH:16]=[CH:15][C:14]([S:17]([CH3:20])(=[O:19])=[O:18])=[CH:13][CH:12]=2)=[N:6][CH:7]=1, predict the reactants needed to synthesize it. The reactants are: [Br:1][C:2]1[C:3]([CH3:32])=[C:4]([C:22]2[CH:27]=[CH:26][CH:25]=[C:24]([C:28]([F:31])([F:30])[F:29])[CH:23]=2)[C:5]([NH:8][C:9](=S)[CH2:10][C:11]2[CH:16]=[CH:15][C:14]([S:17]([CH3:20])(=[O:19])=[O:18])=[CH:13][CH:12]=2)=[N:6][CH:7]=1.C(N(CC)CC)C.Cl.[NH2:41][OH:42]. (3) Given the product [CH3:19][C:18]([CH3:21])([S:16]([NH:15][C:4]1([C:1]2[N:2]=[CH:29][CH:28]=[CH:27][N:3]=2)[CH2:5][N:6]([C:8]([O:10][C:11]([CH3:13])([CH3:14])[CH3:12])=[O:9])[CH2:7]1)=[O:17])[CH3:20], predict the reactants needed to synthesize it. The reactants are: [C:1]([C:4]1([NH:15][S:16]([C:18]([CH3:21])([CH3:20])[CH3:19])=[O:17])[CH2:7][N:6]([C:8]([O:10][C:11]([CH3:14])([CH3:13])[CH3:12])=[O:9])[CH2:5]1)(=[NH:3])[NH2:2].C[O-].[Na+].CN(C)/[CH:27]=[CH:28]/[CH:29]=O.